From a dataset of Full USPTO retrosynthesis dataset with 1.9M reactions from patents (1976-2016). Predict the reactants needed to synthesize the given product. (1) The reactants are: C([O:8][C:9]1[C:14]2[NH:15][C:16](=[O:19])[CH2:17][O:18][C:13]=2[C:12]([CH:20]([OH:45])[CH2:21][NH:22][C:23]([CH3:44])([CH3:43])[CH2:24][CH2:25][N:26]2[C:31]3[CH:32]=[CH:33][CH:34]=[CH:35][C:30]=3[C:29]([CH2:39][CH2:40][CH3:41])([CH2:36][CH2:37][CH3:38])[O:28][C:27]2=[O:42])=[CH:11][CH:10]=1)C1C=CC=CC=1.Cl. Given the product [OH:45][CH:20]([C:12]1[C:13]2[O:18][CH2:17][C:16](=[O:19])[NH:15][C:14]=2[C:9]([OH:8])=[CH:10][CH:11]=1)[CH2:21][NH:22][C:23]([CH3:44])([CH3:43])[CH2:24][CH2:25][N:26]1[C:31]2[CH:32]=[CH:33][CH:34]=[CH:35][C:30]=2[C:29]([CH2:39][CH2:40][CH3:41])([CH2:36][CH2:37][CH3:38])[O:28][C:27]1=[O:42], predict the reactants needed to synthesize it. (2) Given the product [CH2:1]([O:8][C:9]1[CH:10]=[N:11][C:12]2[CH2:13][CH2:14][N:15]([CH3:22])[C:16](=[O:19])[C:17]=2[CH:18]=1)[C:2]1[CH:3]=[CH:4][CH:5]=[CH:6][CH:7]=1, predict the reactants needed to synthesize it. The reactants are: [CH2:1]([O:8][C:9]1[CH:10]=[N:11][C:12]2[CH2:13][CH2:14][NH:15][C:16](=[O:19])[C:17]=2[CH:18]=1)[C:2]1[CH:7]=[CH:6][CH:5]=[CH:4][CH:3]=1.[H-].[Na+].[CH3:22]I.